From a dataset of CYP2C19 inhibition data for predicting drug metabolism from PubChem BioAssay. Regression/Classification. Given a drug SMILES string, predict its absorption, distribution, metabolism, or excretion properties. Task type varies by dataset: regression for continuous measurements (e.g., permeability, clearance, half-life) or binary classification for categorical outcomes (e.g., BBB penetration, CYP inhibition). Dataset: cyp2c19_veith. (1) The result is 0 (non-inhibitor). The compound is Cc1ccc(S(=O)(=O)/N=C(/Nc2c(C)n(C)n(-c3ccccc3)c2=O)c2ccc(Cl)cc2)cc1. (2) The compound is CC(C)NC(=O)N1CC[C@@]2(CCCN(C(=O)c3cccc(F)c3)C2)C1. The result is 0 (non-inhibitor). (3) The molecule is c1ccc(-c2ccc(C3=Nn4c(Cn5nnc6ccccc65)nnc4SC3)cc2)cc1. The result is 1 (inhibitor). (4) The result is 1 (inhibitor). The compound is CCOC(=O)C1=C(C)N=C2c3ccccc3C(=O)C2C1c1ccc(Cl)cc1. (5) The molecule is Cc1ccc(-n2c(=O)c3sccc3n(CC(=O)NCc3ccco3)c2=O)cc1F. The result is 0 (non-inhibitor). (6) The compound is CC(=O)N1CCC2(CC1)CCN(c1ccccn1)CC2. The result is 0 (non-inhibitor). (7) The compound is C[C@@H](N1CCOCC1)[C@@](O)(c1ccccc1)c1ccccn1. The result is 0 (non-inhibitor). (8) The compound is NC(=O)C/C=C\CC(N)=O. The result is 0 (non-inhibitor). (9) The compound is CCCNC(=O)OC[C@@H]1O[C@H](c2ccccc2)C=C[C@@H]1Oc1ccc(OC)cc1. The result is 0 (non-inhibitor). (10) The molecule is C[C@H](CO)NC(=O)[C@H](C)[C@@H]1C[C@@]1(C)[C@@H](NC(=O)OCc1ccccc1)c1ccccc1. The result is 1 (inhibitor).